From a dataset of Forward reaction prediction with 1.9M reactions from USPTO patents (1976-2016). Predict the product of the given reaction. (1) Given the reactants [CH3:1][N:2]([CH3:6])[C:3](Cl)=[O:4].[Br:7][C:8]1[CH:13]=[CH:12][C:11]([CH2:14][NH2:15])=[C:10]([F:16])[CH:9]=1.C(N(CC)CC)C, predict the reaction product. The product is: [Br:7][C:8]1[CH:13]=[CH:12][C:11]([CH2:14][NH:15][C:3](=[O:4])[N:2]([CH3:6])[CH3:1])=[C:10]([F:16])[CH:9]=1. (2) Given the reactants [NH2:1][CH2:2][CH:3]([OH:19])[CH2:4][CH:5]1[C:14]2[CH:13]=[CH:12][S:11][C:10]=2[CH2:9][CH2:8][C:7]2[CH:15]=[CH:16][CH:17]=[CH:18][C:6]1=2.CCN(CC)CC.[F:27][C:28]([F:41])([F:40])[O:29][C:30]1[CH:35]=[CH:34][C:33]([S:36](Cl)(=[O:38])=[O:37])=[CH:32][CH:31]=1, predict the reaction product. The product is: [S:11]1[CH:12]=[CH:13][C:14]2[CH:5]([CH2:4][CH:3]([OH:19])[CH2:2][NH:1][S:36]([C:33]3[CH:32]=[CH:31][C:30]([O:29][C:28]([F:27])([F:40])[F:41])=[CH:35][CH:34]=3)(=[O:38])=[O:37])[C:6]3[CH:18]=[CH:17][CH:16]=[CH:15][C:7]=3[CH2:8][CH2:9][C:10]1=2. (3) Given the reactants [C:9](O[C:9]([O:11][C:12]([CH3:15])([CH3:14])[CH3:13])=[O:10])([O:11][C:12]([CH3:15])([CH3:14])[CH3:13])=[O:10].[NH2:16][C:17]1(C)[CH:22]=[CH:21][CH:20]=[CH:19][NH:18]1.[CH3:24]CCCCC, predict the reaction product. The product is: [C:12]([O:11][C:9]([NH:16][C:17]1[C:22]([CH3:24])=[CH:21][CH:20]=[CH:19][N:18]=1)=[O:10])([CH3:13])([CH3:14])[CH3:15]. (4) Given the reactants [CH:1]1[C:6]([OH:7])=[CH:5][CH:4]=[C:3]([Br:8])[CH:2]=1.Br[CH2:10][C:11]#[N:12].C([O-])([O-])=O.[Cs+].[Cs+], predict the reaction product. The product is: [Br:8][C:3]1[CH:4]=[CH:5][C:6]([O:7][CH2:10][C:11]#[N:12])=[CH:1][CH:2]=1. (5) Given the reactants [CH3:1][O:2][C:3]1[CH:4]=[C:5]2[C:9](=[CH:10][CH:11]=1)[C:8](=O)[CH2:7][CH2:6]2.[CH3:13][O:14][C:15](=[O:19])[CH:16](Br)[CH3:17], predict the reaction product. The product is: [CH3:1][O:2][C:3]1[CH:4]=[C:5]2[C:9]([C:8]([CH:16]([CH3:17])[C:15]([O:14][CH3:13])=[O:19])=[CH:7][CH2:6]2)=[CH:10][CH:11]=1. (6) Given the reactants CS(O[CH2:6][C:7]1[O:11][N:10]=[C:9]([CH3:12])[C:8]=1[C:13]1[CH:18]=[CH:17][CH:16]=[CH:15][C:14]=1[C:19](=[O:27])[C:20]1[CH:25]=[CH:24][C:23]([Cl:26])=[CH:22][CH:21]=1)(=O)=O.CN(C=O)C.[N-:33]=[N+:34]=[N-:35].[Na+], predict the reaction product. The product is: [N:33]([CH2:6][C:7]1[O:11][N:10]=[C:9]([CH3:12])[C:8]=1[C:13]1[CH:18]=[CH:17][CH:16]=[CH:15][C:14]=1[C:19]([C:20]1[CH:25]=[CH:24][C:23]([Cl:26])=[CH:22][CH:21]=1)=[O:27])=[N+:34]=[N-:35]. (7) Given the reactants [CH3:1][O:2][C:3](=[O:25])[CH2:4][C:5]1[C:14]([CH3:15])=[C:13](OS(C(F)(F)F)(=O)=O)[C:12]2[C:7](=[CH:8][CH:9]=[C:10]([Cl:24])[CH:11]=2)[CH:6]=1.C1(P(C2C=CC=CC=2)C2C=CC=CC=2)C=CC=CC=1.[F:45][C:46]1[CH:51]=[CH:50][C:49]([NH:52][S:53]([C:56]2[CH:61]=[CH:60][C:59](B(O)O)=[CH:58][CH:57]=2)(=[O:55])=[O:54])=[CH:48][CH:47]=1.C(=O)([O-])[O-].[Na+].[Na+], predict the reaction product. The product is: [CH3:1][O:2][C:3](=[O:25])[CH2:4][C:5]1[C:14]([CH3:15])=[C:13]([C:59]2[CH:58]=[CH:57][C:56]([S:53](=[O:54])(=[O:55])[NH:52][C:49]3[CH:50]=[CH:51][C:46]([F:45])=[CH:47][CH:48]=3)=[CH:61][CH:60]=2)[C:12]2[C:7](=[CH:8][CH:9]=[C:10]([Cl:24])[CH:11]=2)[CH:6]=1.